From a dataset of Peptide-MHC class I binding affinity with 185,985 pairs from IEDB/IMGT. Regression. Given a peptide amino acid sequence and an MHC pseudo amino acid sequence, predict their binding affinity value. This is MHC class I binding data. (1) The peptide sequence is LTAGFLIFL. The MHC is HLA-A31:01 with pseudo-sequence HLA-A31:01. The binding affinity (normalized) is 0. (2) The MHC is HLA-B08:02 with pseudo-sequence HLA-B08:02. The peptide sequence is CTELKLSDY. The binding affinity (normalized) is 0.0847. (3) The peptide sequence is KLVGKLNWA. The MHC is HLA-A02:06 with pseudo-sequence HLA-A02:06. The binding affinity (normalized) is 0.660. (4) The peptide sequence is YLALLAAFKV. The MHC is HLA-A02:17 with pseudo-sequence HLA-A02:17. The binding affinity (normalized) is 0.618. (5) The peptide sequence is SVLNDILSR. The MHC is HLA-A68:01 with pseudo-sequence HLA-A68:01. The binding affinity (normalized) is 0.227. (6) The peptide sequence is SVMNFIPII. The MHC is HLA-A02:03 with pseudo-sequence HLA-A02:03. The binding affinity (normalized) is 0.831. (7) The peptide sequence is RVYVAQKRK. The MHC is HLA-A26:02 with pseudo-sequence HLA-A26:02. The binding affinity (normalized) is 0.0847. (8) The peptide sequence is RNEQGQTLW. The MHC is HLA-B08:02 with pseudo-sequence HLA-B08:02. The binding affinity (normalized) is 0.0847. (9) The peptide sequence is ATCGLVGLV. The MHC is HLA-A02:16 with pseudo-sequence HLA-A02:16. The binding affinity (normalized) is 0.182.